This data is from Reaction yield outcomes from USPTO patents with 853,638 reactions. The task is: Predict the reaction yield, written as a fraction of the theoretical maximum amount of product (1.0 means a 100% yield; for example, 0.34 means a 34% yield). The reactants are [F:1][C:2]1[CH:10]=[C:9]2[C:5]([C:6]([C:20]3[CH:21]=[N:22][N:23]([CH2:25][CH:26]4[CH2:31]CN(C(OC(C)(C)C)=O)CC4)[CH:24]=3)=[CH:7][N:8]2[S:11]([C:14]2[CH:19]=[CH:18][CH:17]=[CH:16][CH:15]=2)(=[O:13])=[O:12])=[CH:4][CH:3]=1.Cl.FC1C=C2C(=CC=1F)N(S(C1C=CC=CC=1)(=O)=O)C=C2C1C=NNC=1.CS(OCC1C[N:73]([C:75]([O:77][C:78]([CH3:81])([CH3:80])[CH3:79])=[O:76])[CH2:72]1)(=O)=O. No catalyst specified. The product is [F:1][C:2]1[CH:10]=[C:9]2[C:5]([C:6]([C:20]3[CH:21]=[N:22][N:23]([CH2:25][CH:26]4[CH2:31][N:73]([C:75]([O:77][C:78]([CH3:81])([CH3:80])[CH3:79])=[O:76])[CH2:72]4)[CH:24]=3)=[CH:7][N:8]2[S:11]([C:14]2[CH:15]=[CH:16][CH:17]=[CH:18][CH:19]=2)(=[O:13])=[O:12])=[CH:4][CH:3]=1. The yield is 0.760.